Regression/Classification. Given a drug SMILES string, predict its absorption, distribution, metabolism, or excretion properties. Task type varies by dataset: regression for continuous measurements (e.g., permeability, clearance, half-life) or binary classification for categorical outcomes (e.g., BBB penetration, CYP inhibition). Dataset: rlm. From a dataset of Rat liver microsome stability data. (1) The drug is [2H]C([2H])([2H])NC(=O)c1cnc(Nc2ccc(F)cn2)cc1Nc1ccccc1S(C)(=O)=O. The result is 0 (unstable in rat liver microsomes). (2) The molecule is Cc1cnc(NCCc2ccc(F)cc2F)c(=O)n1CC(=O)NCCON=C(N)N. The result is 0 (unstable in rat liver microsomes).